Dataset: HIV replication inhibition screening data with 41,000+ compounds from the AIDS Antiviral Screen. Task: Binary Classification. Given a drug SMILES string, predict its activity (active/inactive) in a high-throughput screening assay against a specified biological target. (1) The drug is Cc1cccc(NC2=NCCO2)c1Cl. The result is 0 (inactive). (2) The drug is O=C(O)c1nc2ccccc2nc1Nc1ccc(Cl)c(Cl)c1. The result is 0 (inactive). (3) The compound is O=C1OC2=C(c3ccccc3)C(=O)OC2=C1c1ccccc1. The result is 0 (inactive). (4) The compound is CC(C)(C)C1CCC2c3c([nH]c4ccccc34)C3C(=O)N(c4ccccc4)C(=O)C3C2C1. The result is 0 (inactive).